Dataset: Full USPTO retrosynthesis dataset with 1.9M reactions from patents (1976-2016). Task: Predict the reactants needed to synthesize the given product. (1) Given the product [Cl:41][C:33]1[CH:32]=[C:31]([C:29]2[O:28][N:27]=[C:26]([C:21]3[CH:22]=[CH:23][CH:24]=[C:25]4[C:20]=3[CH:19]=[CH:18][N:17]=[C:16]4[N:7]3[CH2:14][CH2:13][CH2:12][C@H:8]3[C:9]([OH:11])=[O:10])[N:30]=2)[CH:36]=[CH:35][C:34]=1[O:37][CH:38]([CH3:40])[CH3:39], predict the reactants needed to synthesize it. The reactants are: [H-].[Na+].CS(C)=O.[NH:7]1[CH2:14][CH2:13][CH2:12][C@H:8]1[C:9]([OH:11])=[O:10].Cl[C:16]1[C:25]2[C:20](=[C:21]([C:26]3[N:30]=[C:29]([C:31]4[CH:36]=[CH:35][C:34]([O:37][CH:38]([CH3:40])[CH3:39])=[C:33]([Cl:41])[CH:32]=4)[O:28][N:27]=3)[CH:22]=[CH:23][CH:24]=2)[CH:19]=[CH:18][N:17]=1. (2) Given the product [Cl:14][C:15]1[CH:23]=[N:22][CH:21]=[CH:20][C:16]=1[C:17]([NH:1][C:2]1[CH:7]=[C:6]([S:8][C:9]([F:12])([F:10])[F:11])[CH:5]=[CH:4][C:3]=1[OH:13])=[O:18], predict the reactants needed to synthesize it. The reactants are: [NH2:1][C:2]1[CH:7]=[C:6]([S:8][C:9]([F:12])([F:11])[F:10])[CH:5]=[CH:4][C:3]=1[OH:13].[Cl:14][C:15]1[CH:23]=[N:22][CH:21]=[CH:20][C:16]=1[C:17](O)=[O:18].CCN=C=NCCCN(C)C.N1C=CC=CC=1. (3) The reactants are: Br[C:2]1[CH:3]=[C:4]([CH2:16][O:17][CH2:18][C:19]2([C:32]3[CH:37]=[CH:36][CH:35]=[CH:34][CH:33]=3)[CH2:24][CH2:23][N:22]([C:25]([O:27][C:28]([CH3:31])([CH3:30])[CH3:29])=[O:26])[CH2:21][CH2:20]2)[CH:5]=[C:6]([C:8]2[CH:13]=[CH:12][C:11]([C:14]#[N:15])=[CH:10][CH:9]=2)[CH:7]=1.[CH3:38]B1OB(C)OB(C)O1.O1CCOCC1.O.C(=O)([O-])[O-].[K+].[K+]. Given the product [C:14]([C:11]1[CH:12]=[CH:13][C:8]([C:6]2[CH:7]=[C:2]([CH3:38])[CH:3]=[C:4]([CH2:16][O:17][CH2:18][C:19]3([C:32]4[CH:33]=[CH:34][CH:35]=[CH:36][CH:37]=4)[CH2:20][CH2:21][N:22]([C:25]([O:27][C:28]([CH3:30])([CH3:29])[CH3:31])=[O:26])[CH2:23][CH2:24]3)[CH:5]=2)=[CH:9][CH:10]=1)#[N:15], predict the reactants needed to synthesize it. (4) Given the product [Br:21][C:18]1[S:17][C:16]([N:9]2[CH2:8][CH2:7][C:6]([CH2:12][CH2:13][OH:14])([N:1]3[CH2:2][CH2:3][CH2:4][CH2:5]3)[CH2:11][CH2:10]2)=[N:20][CH:19]=1, predict the reactants needed to synthesize it. The reactants are: [N:1]1([C:6]2([CH2:12][CH2:13][OH:14])[CH2:11][CH2:10][NH:9][CH2:8][CH2:7]2)[CH2:5][CH2:4][CH2:3][CH2:2]1.Br[C:16]1[S:17][C:18]([Br:21])=[CH:19][N:20]=1.C(=O)([O-])[O-].[K+].[K+].CN(C)C=O. (5) The reactants are: O[C:2]([CH2:4][CH2:5][CH2:6][CH2:7][C@H:8]1[C@@H:16]2[C@@H:11]([NH:12][C:13]([NH:15]2)=[O:14])[CH2:10][S:9]1)=[O:3].[NH:17]1[CH2:22][CH2:21][NH:20][CH2:19][CH2:18]1.[N:23]1C=CC=CC=1. Given the product [N:17]1([C@@:16]23[C@H:8]([CH2:7][CH2:6][CH2:5][CH2:4][C:2]([NH2:23])=[O:3])[S:9][CH2:10][C@@H:11]2[NH:12][C:13](=[O:14])[NH:15]3)[CH2:22][CH2:21][NH:20][CH2:19][CH2:18]1, predict the reactants needed to synthesize it. (6) Given the product [CH2:38]([O:37][C:36]([O:35][C:3]1([CH2:1][CH3:2])[C:8]2[CH:9]=[C:10]3[N:18]([C:19](=[O:20])[C:7]=2[CH2:6][O:5][C:4]1=[O:34])[CH2:17][C:16]1[C:15]([CH2:21][CH2:22][Si:23]([CH3:25])([CH3:24])[CH2:26][CH2:27][CH2:28][O:29][C:50]([CH:46]2[CH2:49][CH2:48][CH2:47]2)=[O:51])=[C:14]2[CH:30]=[CH:31][CH:32]=[CH:33][C:13]2=[N:12][C:11]3=1)=[O:45])[C:39]1[CH:40]=[CH:41][CH:42]=[CH:43][CH:44]=1, predict the reactants needed to synthesize it. The reactants are: [CH2:1]([C:3]1([O:35][C:36](=[O:45])[O:37][CH2:38][C:39]2[CH:44]=[CH:43][CH:42]=[CH:41][CH:40]=2)[C:8]2[CH:9]=[C:10]3[N:18]([C:19](=[O:20])[C:7]=2[CH2:6][O:5][C:4]1=[O:34])[CH2:17][C:16]1[C:15]([CH2:21][CH2:22][Si:23]([CH2:26][CH2:27][CH2:28][OH:29])([CH3:25])[CH3:24])=[C:14]2[CH:30]=[CH:31][CH:32]=[CH:33][C:13]2=[N:12][C:11]3=1)[CH3:2].[CH:46]1([C:50](Cl)=[O:51])[CH2:49][CH2:48][CH2:47]1. (7) Given the product [Cl:24][C:9]1[C:10]([C:13]([F:14])([F:15])[F:16])=[N:11][NH:12][C:8]=1[C:4]1[CH:5]=[CH:6][CH:7]=[C:2]([F:1])[CH:3]=1, predict the reactants needed to synthesize it. The reactants are: [F:1][C:2]1[CH:3]=[C:4]([C:8]2[NH:12][N:11]=[C:10]([C:13]([F:16])([F:15])[F:14])[CH:9]=2)[CH:5]=[CH:6][CH:7]=1.C1C(=O)N([Cl:24])C(=O)C1. (8) Given the product [Cl:1][C:2]1[C:3]([O:12][C:13]2[CH:18]=[C:17]([O:19][CH2:35][C:36]([OH:39])([CH3:38])[CH3:37])[CH:16]=[CH:15][C:14]=2/[CH:20]=[CH:21]/[C:22]([O:24][CH2:25][CH3:26])=[O:23])=[N:4][CH:5]=[C:6]([C:8]([F:9])([F:11])[F:10])[CH:7]=1, predict the reactants needed to synthesize it. The reactants are: [Cl:1][C:2]1[C:3]([O:12][C:13]2[CH:18]=[C:17]([OH:19])[CH:16]=[CH:15][C:14]=2/[CH:20]=[CH:21]/[C:22]([O:24][CH2:25][CH3:26])=[O:23])=[N:4][CH:5]=[C:6]([C:8]([F:11])([F:10])[F:9])[CH:7]=1.C(=O)([O-])[O-].[K+].[K+].[I-].[Na+].[CH3:35][C:36]1([O:39][CH2:38]1)[CH3:37].Cl. (9) Given the product [NH2:1][C:2]1[CH:7]=[CH:6][C:5]([O:8][C:15]2[CH:20]=[C:19]([Cl:21])[N:18]=[C:17]([NH2:22])[CH:16]=2)=[CH:4][CH:3]=1, predict the reactants needed to synthesize it. The reactants are: [NH2:1][C:2]1[CH:7]=[CH:6][C:5]([OH:8])=[CH:4][CH:3]=1.C1COCC1.Cl[C:15]1[CH:20]=[C:19]([Cl:21])[N:18]=[C:17]([NH2:22])[CH:16]=1.O.